Dataset: Reaction yield outcomes from USPTO patents with 853,638 reactions. Task: Predict the reaction yield, written as a fraction of the theoretical maximum amount of product (1.0 means a 100% yield; for example, 0.34 means a 34% yield). The reactants are Br[C:2]1[CH:27]=[CH:26][C:5]2[N:6]([C:22]([CH3:25])([CH3:24])[CH3:23])[C:7]([C:9]3[CH:14]=[CH:13][CH:12]=[CH:11][C:10]=3[C:15]3[N:19]=[C:18]([CH3:20])[N:17]([CH3:21])[N:16]=3)=[N:8][C:4]=2[CH:3]=1.[NH2:28][C:29]1[N:34]=[CH:33][C:32](B2OC(C)(C)C(C)(C)O2)=[CH:31][N:30]=1.C([O-])([O-])=O.[Na+].[Na+]. The catalyst is CN(C=O)C.CCOC(C)=O.C1C=CC([P]([Pd]([P](C2C=CC=CC=2)(C2C=CC=CC=2)C2C=CC=CC=2)([P](C2C=CC=CC=2)(C2C=CC=CC=2)C2C=CC=CC=2)[P](C2C=CC=CC=2)(C2C=CC=CC=2)C2C=CC=CC=2)(C2C=CC=CC=2)C2C=CC=CC=2)=CC=1. The product is [C:22]([N:6]1[C:5]2[CH:26]=[CH:27][C:2]([C:32]3[CH:33]=[N:34][C:29]([NH2:28])=[N:30][CH:31]=3)=[CH:3][C:4]=2[N:8]=[C:7]1[C:9]1[CH:14]=[CH:13][CH:12]=[CH:11][C:10]=1[C:15]1[N:19]=[C:18]([CH3:20])[N:17]([CH3:21])[N:16]=1)([CH3:25])([CH3:24])[CH3:23]. The yield is 0.760.